This data is from Full USPTO retrosynthesis dataset with 1.9M reactions from patents (1976-2016). The task is: Predict the reactants needed to synthesize the given product. Given the product [Cl:11][C:12]1[C:13]([NH:45][CH3:1])=[CH:14][C:15]2[N:19]=[C:18]([CH2:20][CH3:21])[N:17]([C:22]3[CH:27]=[CH:26][C:25]([CH2:28][CH2:29][NH:30][C:31]([NH:33][S:34]([C:37]4[CH:38]=[CH:39][C:40]([CH3:43])=[CH:41][CH:42]=4)(=[O:36])=[O:35])=[O:32])=[CH:24][CH:23]=3)[C:16]=2[CH:44]=1, predict the reactants needed to synthesize it. The reactants are: [C:1](OC(=O)C)(=O)C.C(O)=O.[Cl:11][C:12]1[C:13]([NH:45]S(C)(=O)=O)=[CH:14][C:15]2[N:19]=[C:18]([CH2:20][CH3:21])[N:17]([C:22]3[CH:27]=[CH:26][C:25]([CH2:28][CH2:29][NH:30][C:31]([NH:33][S:34]([C:37]4[CH:42]=[CH:41][C:40]([CH3:43])=[CH:39][CH:38]=4)(=[O:36])=[O:35])=[O:32])=[CH:24][CH:23]=3)[C:16]=2[CH:44]=1.